Dataset: Full USPTO retrosynthesis dataset with 1.9M reactions from patents (1976-2016). Task: Predict the reactants needed to synthesize the given product. (1) Given the product [C:1]([O:9][CH2:10][C:11](=[O:13])[CH:34]([C:28]1[CH:33]=[CH:32][CH:31]=[CH:30][CH:29]=1)[C:35]([O:37][CH2:38][CH3:39])=[O:36])(=[O:8])[C:2]1[CH:3]=[CH:4][CH:5]=[CH:6][CH:7]=1, predict the reactants needed to synthesize it. The reactants are: [C:1]([O:9][CH2:10][C:11]([OH:13])=O)(=[O:8])[C:2]1[CH:7]=[CH:6][CH:5]=[CH:4][CH:3]=1.C(N(CC)CC)C.C(Cl)(=O)C(C)(C)C.[C:28]1([CH2:34][C:35]([O:37][CH2:38][CH3:39])=[O:36])[CH:33]=[CH:32][CH:31]=[CH:30][CH:29]=1.C([N-]C(C)C)(C)C.[Li+].[Cl-].[NH4+]. (2) Given the product [F:1][C:2]1[CH:7]=[CH:6][CH:5]=[C:4]([F:8])[C:3]=1[C:9]1[CH:10]=[C:11]2[C:15](=[CH:16][CH:17]=1)[N:14]([S:18]([C:21]1[CH:27]=[CH:26][C:24]([CH3:25])=[CH:23][CH:22]=1)(=[O:20])=[O:19])[CH:13]=[C:12]2[C:35]1[CH:36]=[C:31]([O:30][CH3:29])[N:32]=[C:33]([N:41]2[CH2:46][CH2:45][CH:44]([NH:47][C:48](=[O:54])[O:49][C:50]([CH3:52])([CH3:51])[CH3:53])[CH2:43][CH2:42]2)[N:34]=1, predict the reactants needed to synthesize it. The reactants are: [F:1][C:2]1[CH:7]=[CH:6][CH:5]=[C:4]([F:8])[C:3]=1[C:9]1[CH:10]=[C:11]2[C:15](=[CH:16][CH:17]=1)[N:14]([S:18]([C:21]1[CH:27]=[CH:26][C:24]([CH3:25])=[CH:23][CH:22]=1)(=[O:20])=[O:19])[CH:13]=[C:12]2I.[CH3:29][O:30][C:31]1[CH:36]=[C:35]([Sn](C)(C)C)[N:34]=[C:33]([N:41]2[CH2:46][CH2:45][CH:44]([NH:47][C:48](=[O:54])[O:49][C:50]([CH3:53])([CH3:52])[CH3:51])[CH2:43][CH2:42]2)[N:32]=1. (3) Given the product [F:15][C:11]1[C:10]([OH:16])=[C:9]([C:5]2[N:4]([CH2:24][CH2:25][C:26]3[CH:31]=[CH:30][CH:29]=[CH:28][CH:27]=3)[C:3](=[O:32])[C:2]([C:37]3[S:38][C:34]([CH3:33])=[CH:35][CH:36]=3)=[C:7]([CH3:8])[N:6]=2)[CH:14]=[CH:13][CH:12]=1, predict the reactants needed to synthesize it. The reactants are: Br[C:2]1[C:3](=[O:32])[N:4]([CH2:24][CH2:25][C:26]2[CH:31]=[CH:30][CH:29]=[CH:28][CH:27]=2)[C:5]([C:9]2[CH:14]=[CH:13][CH:12]=[C:11]([F:15])[C:10]=2[O:16]CC2C=CC=CC=2)=[N:6][C:7]=1[CH3:8].[CH3:33][C:34]1[S:38][C:37](B(O)O)=[CH:36][CH:35]=1.C(O)C.C(=O)([O-])[O-].[Na+].[Na+].